Dataset: Peptide-MHC class I binding affinity with 185,985 pairs from IEDB/IMGT. Task: Regression. Given a peptide amino acid sequence and an MHC pseudo amino acid sequence, predict their binding affinity value. This is MHC class I binding data. (1) The peptide sequence is YHSNVKEL. The binding affinity (normalized) is 0. The MHC is HLA-A30:02 with pseudo-sequence HLA-A30:02. (2) The peptide sequence is VLQQIFHSS. The MHC is HLA-A24:03 with pseudo-sequence HLA-A24:03. The binding affinity (normalized) is 0.0847. (3) The peptide sequence is SLTDRELLL. The MHC is HLA-A26:01 with pseudo-sequence HLA-A26:01. The binding affinity (normalized) is 0.0847. (4) The peptide sequence is MVFQNYALY. The MHC is HLA-B08:02 with pseudo-sequence HLA-B08:02. The binding affinity (normalized) is 0.0847.